From a dataset of CYP2D6 inhibition data for predicting drug metabolism from PubChem BioAssay. Regression/Classification. Given a drug SMILES string, predict its absorption, distribution, metabolism, or excretion properties. Task type varies by dataset: regression for continuous measurements (e.g., permeability, clearance, half-life) or binary classification for categorical outcomes (e.g., BBB penetration, CYP inhibition). Dataset: cyp2d6_veith. (1) The drug is C=CCN1C[C@@H](C)N([C@H](c2ccc(C(=O)N(CC)CC)cc2)c2cccc(OC)c2)C[C@H]1C. The result is 1 (inhibitor). (2) The drug is COC(=O)c1ccc(C(NC(=O)c2ccccc2)[C@]2(C)C[C@H]2C2CCCCC2)cc1. The result is 0 (non-inhibitor). (3) The compound is O=C1c2ccccc2C2=Nc3ccccc3SC(c3ccccc3F)C12. The result is 0 (non-inhibitor). (4) The compound is O=c1c(-c2cccs2)nc2cncnc2n1Cc1ccccc1. The result is 0 (non-inhibitor).